From a dataset of Catalyst prediction with 721,799 reactions and 888 catalyst types from USPTO. Predict which catalyst facilitates the given reaction. (1) Reactant: [O:1]1[CH2:6][CH2:5][N:4]([C:7]2[N:12]=[CH:11][C:10]([C:13]3[CH:18]=[CH:17][C:16]([N:19]4[CH:23]([C:24]5[CH:30]=[CH:29][C:27]([NH2:28])=[CH:26][CH:25]=5)[CH2:22][CH2:21][CH:20]4[C:31]4[CH:37]=[CH:36][C:34]([NH2:35])=[CH:33][CH:32]=4)=[CH:15][CH:14]=3)=[CH:9][CH:8]=2)[CH2:3][CH2:2]1.[CH3:38][O:39][C:40]([NH:42][C@@H:43]([CH:47]([CH3:49])[CH3:48])[C:44](O)=[O:45])=[O:41].CN(C(ON1N=NC2C=CC=NC1=2)=[N+](C)C)C.F[P-](F)(F)(F)(F)F.C(N(C(C)C)CC)(C)C. Product: [NH2:28][C:27]1[CH:29]=[CH:30][C:24]([CH:23]2[N:19]([C:16]3[CH:15]=[CH:14][C:13]([C:10]4[CH:11]=[N:12][C:7]([N:4]5[CH2:5][CH2:6][O:1][CH2:2][CH2:3]5)=[CH:8][CH:9]=4)=[CH:18][CH:17]=3)[CH:20]([C:31]3[CH:32]=[CH:33][C:34]([NH:35][C:44](=[O:45])[C@@H:43]([NH:42][C:40](=[O:41])[O:39][CH3:38])[CH:47]([CH3:49])[CH3:48])=[CH:36][CH:37]=3)[CH2:21][CH2:22]2)=[CH:25][CH:26]=1. The catalyst class is: 376. (2) Reactant: [NH2:1][C:2]1[N:6]([C:7]2[CH:16]=[CH:15][C:10]3[NH:11][C:12]([CH3:14])=[N:13][C:9]=3[CH:8]=2)[N:5]=[CH:4][C:3]=1[C:17]([C:19]1[N:20](S(C2C=CC(C)=CC=2)(=O)=O)[C:21]2[C:26]([C:27]=1[F:28])=[CH:25][CH:24]=[CH:23][CH:22]=2)=O.[OH-].[Na+]. Product: [NH2:1][C:2]1[N:6]([C:7]2[CH:16]=[CH:15][C:10]3[NH:11][C:12]([CH3:14])=[N:13][C:9]=3[CH:8]=2)[N:5]=[CH:4][C:3]=1[CH2:17][C:19]1[NH:20][C:21]2[C:26]([C:27]=1[F:28])=[CH:25][CH:24]=[CH:23][CH:22]=2. The catalyst class is: 501. (3) Reactant: [H-].[Na+].[C:3]1([C:13]([C:15]2[C:23]3[C:18](=[CH:19][CH:20]=[CH:21][CH:22]=3)[NH:17][CH:16]=2)=[O:14])[C:12]2[C:7](=[CH:8][CH:9]=[CH:10][CH:11]=2)[CH:6]=[CH:5][CH:4]=1.Br[CH2:25][CH2:26][CH2:27][CH2:28][CH2:29][C:30]([O:32][CH2:33][CH3:34])=[O:31]. Product: [CH2:33]([O:32][C:30]([CH2:29][CH2:28][CH2:27][CH2:26][CH2:25][N:17]1[C:18]2[C:23](=[CH:22][CH:21]=[CH:20][CH:19]=2)[C:15]([C:13]([C:3]2[C:12]3[C:7](=[CH:8][CH:9]=[CH:10][CH:11]=3)[CH:6]=[CH:5][CH:4]=2)=[O:14])=[CH:16]1)=[O:31])[CH3:34]. The catalyst class is: 3. (4) The catalyst class is: 58. Product: [CH3:1][N:2]([CH3:35])[C@H:3]1[CH2:8][CH2:7][C@H:6]([N:9]([CH2:33][CH3:34])[C:10]2[C:11]([CH3:32])=[C:12]([C:29]([NH:44][CH2:43][C:42]3[C:38]([O:37][CH3:36])=[N:39][N:40]([CH3:46])[C:41]=3[CH3:45])=[O:31])[CH:13]=[C:14]([C:16]3[CH:21]=[CH:20][C:19]([CH2:22][N:23]4[CH2:24][CH2:25][O:26][CH2:27][CH2:28]4)=[CH:18][CH:17]=3)[CH:15]=2)[CH2:5][CH2:4]1. Reactant: [CH3:1][N:2]([CH3:35])[C@H:3]1[CH2:8][CH2:7][C@H:6]([N:9]([CH2:33][CH3:34])[C:10]2[C:11]([CH3:32])=[C:12]([C:29]([OH:31])=O)[CH:13]=[C:14]([C:16]3[CH:21]=[CH:20][C:19]([CH2:22][N:23]4[CH2:28][CH2:27][O:26][CH2:25][CH2:24]4)=[CH:18][CH:17]=3)[CH:15]=2)[CH2:5][CH2:4]1.[CH3:36][O:37][C:38]1[C:42]([CH2:43][NH2:44])=[C:41]([CH3:45])[N:40]([CH3:46])[N:39]=1.C(N(CC)CC)C.C1CN([P+](ON2N=NC3C=CC=CC2=3)(N2CCCC2)N2CCCC2)CC1.F[P-](F)(F)(F)(F)F. (5) Reactant: [CH3:1][C:2]1[N:7]=[C:6]([NH2:8])[CH:5]=[C:4]([CH:9]=[CH2:10])[N:3]=1. Product: [CH2:9]([C:4]1[N:3]=[C:2]([CH3:1])[N:7]=[C:6]([NH2:8])[CH:5]=1)[CH3:10]. The catalyst class is: 105. (6) Reactant: [F:1][C:2]1[CH:3]=[CH:4][C:5]([N+:21]([O-:23])=[O:22])=[C:6]([C:8]([CH3:20])([CH3:19])[CH2:9][C:10]([OH:18])([C:14]([F:17])([F:16])[F:15])[C:11]([OH:13])=O)[CH:7]=1.S(Cl)(Cl)=O.[NH2:28][C:29]1[CH:30]=[C:31]2[C:36](=[CH:37][CH:38]=1)[C:34](=[O:35])[O:33][CH2:32]2.Cl. Product: [F:1][C:2]1[CH:3]=[CH:4][C:5]([N+:21]([O-:23])=[O:22])=[C:6]([C:8]([CH3:19])([CH3:20])[CH2:9][C:10]([OH:18])([C:14]([F:15])([F:17])[F:16])[C:11]([NH:28][C:29]2[CH:30]=[C:31]3[C:36](=[CH:37][CH:38]=2)[C:34](=[O:35])[O:33][CH2:32]3)=[O:13])[CH:7]=1. The catalyst class is: 566.